This data is from Forward reaction prediction with 1.9M reactions from USPTO patents (1976-2016). The task is: Predict the product of the given reaction. (1) Given the reactants Cl.[NH2:2][CH2:3][C:4]([C:6]1[CH:11]=[CH:10][CH:9]=[CH:8][CH:7]=1)=[O:5].[C:12]([O-:15])(=O)[CH3:13].[Na+].C([Cl:34])(=[O:33])CCCCCCCCCCCCCCC, predict the reaction product. The product is: [ClH:34].[NH2:2][CH2:3][C:4]([C:6]1[CH:11]=[CH:10][C:9]2[O:33][CH2:13][CH2:12][O:15][C:8]=2[CH:7]=1)=[O:5]. (2) Given the reactants [Cl:1][C:2]1[N:3]=[C:4]([N:11]2[CH2:16][CH2:15][O:14][CH2:13][CH2:12]2)[C:5]2[O:10][CH:9]=[CH:8][C:6]=2[N:7]=1.C([Li])CCC.[CH3:22][C:23]([CH3:25])=[O:24], predict the reaction product. The product is: [Cl:1][C:2]1[N:3]=[C:4]([N:11]2[CH2:16][CH2:15][O:14][CH2:13][CH2:12]2)[C:5]2[O:10][C:9]([C:23]([OH:24])([CH3:25])[CH3:22])=[CH:8][C:6]=2[N:7]=1. (3) Given the reactants [F:1][C:2]1[CH:24]=[CH:23][CH:22]=[C:21]([F:25])[C:3]=1[C:4]([NH:6][C:7]1[C:8]([C:12]2[NH:13][C:14]3[CH2:19][CH2:18][NH:17][CH2:16][C:15]=3[N:20]=2)=[N:9][NH:10][CH:11]=1)=[O:5].[CH:26](=O)[CH3:27].C(O)(=O)C.C(O[BH-](OC(=O)C)OC(=O)C)(=O)C.[Na+], predict the reaction product. The product is: [CH2:26]([N:17]1[CH2:18][CH2:19][C:14]2[NH:13][C:12]([C:8]3[C:7]([NH:6][C:4](=[O:5])[C:3]4[C:2]([F:1])=[CH:24][CH:23]=[CH:22][C:21]=4[F:25])=[CH:11][NH:10][N:9]=3)=[N:20][C:15]=2[CH2:16]1)[CH3:27].